Dataset: Full USPTO retrosynthesis dataset with 1.9M reactions from patents (1976-2016). Task: Predict the reactants needed to synthesize the given product. (1) Given the product [Br:9][C:10]1[CH:17]=[CH:16][C:13]([CH:14]([C:2]2[C:3](=[O:7])[CH2:4][CH2:5][CH2:6][C:1]=2[OH:8])[NH:31][C:29]([NH:28][C:24]2[CH:25]=[CH:26][CH:27]=[C:22]([C:21]([F:20])([F:32])[F:33])[CH:23]=2)=[O:30])=[C:12]([O:18][CH3:19])[CH:11]=1, predict the reactants needed to synthesize it. The reactants are: [C:1]1(=[O:8])[CH2:6][CH2:5][CH2:4][C:3](=[O:7])[CH2:2]1.[Br:9][C:10]1[CH:17]=[CH:16][C:13]([CH:14]=O)=[C:12]([O:18][CH3:19])[CH:11]=1.[F:20][C:21]([F:33])([F:32])[C:22]1[CH:23]=[C:24]([NH:28][C:29]([NH2:31])=[O:30])[CH:25]=[CH:26][CH:27]=1.C[Si](Cl)(C)C. (2) Given the product [CH3:29][O:30][C:31]1[CH:32]=[C:19]([CH:18]=[CH:17][CH:16]=1)[CH2:20][NH:22][C:11]([C:9]1[S:8][C:7]2[N:2]([CH3:1])[C:3](=[O:15])[NH:4][C:5](=[O:14])[C:6]=2[CH:10]=1)=[O:13], predict the reactants needed to synthesize it. The reactants are: [CH3:1][N:2]1[C:7]2[S:8][C:9]([C:11]([OH:13])=O)=[CH:10][C:6]=2[C:5](=[O:14])[NH:4][C:3]1=[O:15].[CH:16]1[CH:17]=[CH:18][C:19]2N(O)N=[N:22][C:20]=2C=1.CN1[CH2:32][CH2:31][O:30][CH2:29]C1.COC1C=CC(CN)=CC=1.CCN=C=NCCCN(C)C.Cl. (3) Given the product [CH3:1][N:2]1[CH2:8][C:6](=[O:7])[N:5]([CH2:16][C:17]2[CH:18]=[C:19]([C:23]3[CH:27]=[C:26]([CH2:28][CH:29]([CH3:31])[CH3:30])[S:25][C:24]=3[S:32]([NH:35][C:36]([CH3:38])([CH3:37])[CH3:39])(=[O:33])=[O:34])[CH:20]=[CH:21][CH:22]=2)[C:3]1=[O:4], predict the reactants needed to synthesize it. The reactants are: [CH3:1][N:2]1[CH2:8][C:6](=[O:7])[NH:5][C:3]1=[O:4].CC([O-])(C)C.[K+].Br[CH2:16][C:17]1[CH:18]=[C:19]([C:23]2[CH:27]=[C:26]([CH2:28][CH:29]([CH3:31])[CH3:30])[S:25][C:24]=2[S:32]([NH:35][C:36]([CH3:39])([CH3:38])[CH3:37])(=[O:34])=[O:33])[CH:20]=[CH:21][CH:22]=1. (4) Given the product [CH2:2]([N:21]([CH2:20][CH2:18][OH:19])[CH2:32][C:33]([OH:35])=[O:34])[CH2:3][CH2:4][CH2:5][CH2:6][CH2:7][CH2:8][CH2:9][CH2:10][CH2:11][CH2:12][CH2:13][CH2:14][CH2:15][CH2:16][CH3:17], predict the reactants needed to synthesize it. The reactants are: Br[CH2:2][CH2:3][CH2:4][CH2:5][CH2:6][CH2:7][CH2:8][CH2:9][CH2:10][CH2:11][CH2:12][CH2:13][CH2:14][CH2:15][CH2:16][CH3:17].[CH2:18]([CH2:20][NH2:21])[OH:19].C(N(C(C)C)CC)(C)C.Br[CH2:32][C:33]([O:35]C)=[O:34].